Task: Predict the reactants needed to synthesize the given product.. Dataset: Full USPTO retrosynthesis dataset with 1.9M reactions from patents (1976-2016) (1) Given the product [Cl:1][C:2]1[C:3]([N:8]2[C:12]([C:13]([OH:15])=[O:14])=[CH:11][C:10]([NH:17][C:18]3[CH:23]=[CH:22][C:21]([C:24]([F:27])([F:25])[F:26])=[CH:20][N:19]=3)=[N:9]2)=[N:4][CH:5]=[CH:6][CH:7]=1, predict the reactants needed to synthesize it. The reactants are: [Cl:1][C:2]1[C:3]([N:8]2[C:12]([C:13]([O:15]C)=[O:14])=[CH:11][C:10]([NH:17][C:18]3[CH:23]=[CH:22][C:21]([C:24]([F:27])([F:26])[F:25])=[CH:20][N:19]=3)=[N:9]2)=[N:4][CH:5]=[CH:6][CH:7]=1.[OH-].[Na+].Cl. (2) Given the product [NH2:15][C:16]1[CH:21]=[CH:20][CH:19]=[CH:18][C:17]=1[NH:22][C:23]([C:25]1[CH:30]=[CH:29][C:28]([CH:31]([NH:38][C:39]([NH:41][CH2:42][CH2:43][C:44]2[CH:45]=[CH:46][CH:47]=[CH:48][CH:49]=2)=[O:40])[CH2:32][CH2:33][CH2:34][N:35]([CH3:37])[CH3:36])=[CH:27][N:26]=1)=[O:24], predict the reactants needed to synthesize it. The reactants are: C(OCC)(=O)C.Cl.C(OC([NH:15][C:16]1[CH:21]=[CH:20][CH:19]=[CH:18][C:17]=1[NH:22][C:23]([C:25]1[CH:30]=[CH:29][C:28]([CH:31]([NH:38][C:39]([NH:41][CH2:42][CH2:43][C:44]2[CH:49]=[CH:48][CH:47]=[CH:46][CH:45]=2)=[O:40])[CH2:32][CH2:33][CH2:34][N:35]([CH3:37])[CH3:36])=[CH:27][N:26]=1)=[O:24])=O)(C)(C)C.C(=O)([O-])O.[Na+]. (3) Given the product [N:1]1[C:10]2[C:5](=[CH:6][CH:7]=[CH:8][C:9]=2[CH:11]=[CH:21][CH:22]=[O:23])[CH:4]=[CH:3][CH:2]=1, predict the reactants needed to synthesize it. The reactants are: [N:1]1[C:10]2[C:5](=[CH:6][CH:7]=[CH:8][C:9]=2[CH:11]=O)[CH:4]=[CH:3][CH:2]=1.N1(C2C=C[C:21]([CH:22]=[O:23])=CC=2)C=CC=N1. (4) Given the product [CH3:13][O:9][C:7]1[CH:6]=[CH:5][CH:4]=[C:3]([C:2]([F:1])([F:10])[F:11])[N:8]=1, predict the reactants needed to synthesize it. The reactants are: [F:1][C:2]([F:11])([F:10])[C:3]1[N:8]=[C:7]([OH:9])[CH:6]=[CH:5][CH:4]=1.I[CH3:13]. (5) Given the product [O:37]=[S:2]1(=[O:1])[CH2:3][CH2:4][N:5]([C:8]2[CH:13]=[CH:12][C:11]([C:14]3[S:18][C:17]([C:19]4[CH:24]=[CH:23][C:22]([F:25])=[CH:21][N:20]=4)=[N:16][C:15]=3[C@@H:26]3[CH2:31][CH2:30][C@H:29]([F:32])[CH2:28][C@H:27]3[C:33]([OH:35])=[O:34])=[CH:10][CH:9]=2)[CH2:6][CH2:7]1, predict the reactants needed to synthesize it. The reactants are: [O:1]=[S:2]1(=[O:37])[CH2:7][CH2:6][N:5]([C:8]2[CH:13]=[CH:12][C:11]([C:14]3[S:18][C:17]([C:19]4[CH:24]=[CH:23][C:22]([F:25])=[CH:21][N:20]=4)=[N:16][C:15]=3[C@@H:26]3[CH2:31][CH2:30][C@H:29]([F:32])[CH2:28][C@H:27]3[C:33]([O:35]C)=[O:34])=[CH:10][CH:9]=2)[CH2:4][CH2:3]1.[OH-].[Na+]. (6) The reactants are: [C:1]([O:5][C:6]([N:8]1[CH2:13][CH2:12][N:11]([C:14]2[CH:19]=[C:18]([CH3:20])[C:17]([NH2:21])=[C:16]([NH2:22])[CH:15]=2)[CH2:10][CH2:9]1)=[O:7])([CH3:4])([CH3:3])[CH3:2].[I:23][C:24]1[CH:29]=[CH:28][N:27]=[C:26]([O:30][CH3:31])[C:25]=1[CH:32]=O. Given the product [C:1]([O:5][C:6]([N:8]1[CH2:13][CH2:12][N:11]([C:14]2[CH:19]=[C:18]([CH3:20])[C:17]3[N:21]=[C:32]([C:25]4[C:26]([O:30][CH3:31])=[N:27][CH:28]=[CH:29][C:24]=4[I:23])[NH:22][C:16]=3[CH:15]=2)[CH2:10][CH2:9]1)=[O:7])([CH3:4])([CH3:2])[CH3:3], predict the reactants needed to synthesize it. (7) Given the product [F:32][C:29]1[CH:30]=[CH:31][C:26]2[N:27]([C:23]([C:18]3[N:17]=[C:16]([NH:15][C@@H:11]4[CH2:12][CH2:13][CH2:14][N:9]([C:7](=[O:8])[C@H:5]([OH:6])[CH2:4][OH:3])[CH2:10]4)[C:21]([CH3:22])=[CH:20][N:19]=3)=[CH:24][N:25]=2)[CH:28]=1, predict the reactants needed to synthesize it. The reactants are: CC1(C)[O:6][C@@H:5]([C:7]([N:9]2[CH2:14][CH2:13][CH2:12][C@@H:11]([NH:15][C:16]3[C:21]([CH3:22])=[CH:20][N:19]=[C:18]([C:23]4[N:27]5[CH:28]=[C:29]([F:32])[CH:30]=[CH:31][C:26]5=[N:25][CH:24]=4)[N:17]=3)[CH2:10]2)=[O:8])[CH2:4][O:3]1.C(O)(=O)C. (8) Given the product [CH2:1]([NH:9][CH:10]1[CH2:15][CH2:14][N:13]([C:16]([O:18][C:19]([CH3:21])([CH3:20])[CH3:22])=[O:17])[CH2:12][CH:11]1[F:23])[C:2]1[CH:7]=[CH:6][CH:5]=[CH:4][CH:3]=1, predict the reactants needed to synthesize it. The reactants are: [CH:1](=O)[C:2]1[CH:7]=[CH:6][CH:5]=[CH:4][CH:3]=1.[NH2:9][CH:10]1[CH2:15][CH2:14][N:13]([C:16]([O:18][C:19]([CH3:22])([CH3:21])[CH3:20])=[O:17])[CH2:12][CH:11]1[F:23].C([BH3-])#N.[Na+].C(O)(=O)CC(CC(O)=O)(C(O)=O)O. (9) Given the product [CH2:30]([O:37][C:38]([N:40]1[CH2:49][CH2:48][C:47]2[C:42](=[C:43]([C:77]3[CH:78]=[CH:79][C:74]([O:73][CH:71]([C:70]([O:69][CH3:68])=[O:83])[CH3:72])=[CH:75][C:76]=3[O:81][CH3:82])[CH:44]=[CH:45][C:46]=2[F:50])[CH2:41]1)=[O:39])[C:31]1[CH:36]=[CH:35][CH:34]=[CH:33][CH:32]=1, predict the reactants needed to synthesize it. The reactants are: C1(P(C2CCCCC2)C2C=CC=CC=2C2C(OC)=CC=CC=2OC)CCCCC1.[CH2:30]([O:37][C:38]([N:40]1[CH2:49][CH2:48][C:47]2[C:42](=[C:43](B3OC(C)(C)C(C)(C)O3)[CH:44]=[CH:45][C:46]=2[F:50])[CH2:41]1)=[O:39])[C:31]1[CH:36]=[CH:35][CH:34]=[CH:33][CH:32]=1.P([O-])([O-])([O-])=O.[K+].[K+].[K+].[CH3:68][O:69][C:70](=[O:83])[CH:71]([O:73][C:74]1[CH:79]=[CH:78][C:77](Br)=[C:76]([O:81][CH3:82])[CH:75]=1)[CH3:72].